Dataset: Full USPTO retrosynthesis dataset with 1.9M reactions from patents (1976-2016). Task: Predict the reactants needed to synthesize the given product. (1) Given the product [CH:1]([C:4]1[CH:5]=[CH:6][C:7]([CH3:11])=[C:8]([CH:9]=1)[O:10][CH2:16][CH:13]([CH3:12])[CH2:14][O:15][C:19]1[CH:24]=[CH:23][C:22]([CH:25]([C:31]#[C:32][CH3:33])[CH2:26][C:27]([OH:29])=[O:28])=[CH:21][CH:20]=1)([CH3:3])[CH3:2], predict the reactants needed to synthesize it. The reactants are: [CH:1]([C:4]1[CH:5]=[CH:6][C:7]([CH3:11])=[C:8]([OH:10])[CH:9]=1)([CH3:3])[CH3:2].[CH3:12][CH:13]([CH2:16]O)[CH2:14][OH:15].O[C:19]1[CH:24]=[CH:23][C:22]([CH:25]([C:31]#[C:32][CH3:33])[CH2:26][C:27]([O:29]C)=[O:28])=[CH:21][CH:20]=1. (2) Given the product [CH3:40][N:37]([CH3:35])[C@H:38]1[CH2:39][CH2:7][C@H:6]([CH2:9][C:10]([O:12][CH3:13])=[O:11])[CH2:5][CH2:4]1, predict the reactants needed to synthesize it. The reactants are: Cl.N[C@H]1C[CH2:7][C@H:6]([CH2:9][C:10]([O:12][CH3:13])=[O:11])[CH2:5][CH2:4]1.C=O.C(O[BH-](OC(=O)C)OC(=O)C)(=O)C.[Na+].C(=O)([O-])O.[Na+].[CH2:35]([N:37]([CH2:40]C)[CH2:38][CH3:39])C. (3) Given the product [F:1][C:2]1[CH:3]=[C:4]([NH:9][C:10]([NH:12][C:13](=[O:22])[CH2:14][C:15]2[CH:16]=[CH:17][C:18]([F:21])=[CH:19][CH:20]=2)=[S:11])[CH:5]=[CH:6][C:7]=1[O:8][C:24]1[CH:25]2[S:32][CH:31]=[C:30]([CH3:33])[CH:26]2[N:27]=[CH:28][N:29]=1, predict the reactants needed to synthesize it. The reactants are: [F:1][C:2]1[CH:3]=[C:4]([NH:9][C:10]([NH:12][C:13](=[O:22])[CH2:14][C:15]2[CH:20]=[CH:19][C:18]([F:21])=[CH:17][CH:16]=2)=[S:11])[CH:5]=[CH:6][C:7]=1[OH:8].Cl[C:24]1[C:25]2[S:32][CH:31]=[C:30]([CH3:33])[C:26]=2[N:27]=[CH:28][N:29]=1.N12CCN(CC1)CC2. (4) Given the product [N:1]([CH2:4][CH2:5][CH2:6][CH2:7][CH2:8][NH:9][C:42](=[O:43])[CH2:41][CH2:40][C:38]([O:37][C:13]1[C:14]([CH3:36])=[C:15]2[C:16](=[C:11]([CH3:10])[C:12]=1[CH3:45])[O:17][C@:18]([CH3:21])([CH2:22][CH2:23][CH2:24][C@H:25]([CH3:26])[CH2:27][CH2:28][CH2:29][C@H:30]([CH3:31])[CH2:32][CH2:64][CH2:65][CH:52]([CH3:53])[CH3:54])[CH2:19][CH2:20]2)=[O:39])=[N+:2]=[N-:3], predict the reactants needed to synthesize it. The reactants are: [N:1]([CH2:4][CH2:5][CH2:6][CH2:7][CH2:8][NH2:9])=[N+:2]=[N-:3].[CH3:10][C:11]1[C:16]2[O:17][C@@:18]([CH2:22][CH2:23][CH2:24][CH:25]([CH2:27][CH2:28][CH2:29][CH:30]([CH2:32]C(C)C)[CH3:31])[CH3:26])([CH3:21])[CH2:19][CH2:20][C:15]=2[C:14]([CH3:36])=[C:13]([O:37][C:38]([CH2:40][CH2:41][C:42](O)=[O:43])=[O:39])[C:12]=1[CH3:45].CCN([CH:52]([CH3:54])[CH3:53])C(C)C.CN(C(ON1N=N[C:65]2C=CC=C[C:64]1=2)=[N+](C)C)C.F[P-](F)(F)(F)(F)F. (5) Given the product [F:37][C:2]([F:1])([F:38])[C:3]1[CH:4]=[C:5]([CH:34]=[CH:35][CH:36]=1)[C:6]([NH:8][C:9]1[CH:10]=[C:11]([C:15]2[N:20]3[N:21]=[CH:22][C:23]([C:24]4[CH:25]=[C:26]([CH:31]=[CH:32][CH:33]=4)[C:27]([OH:29])=[O:28])=[C:19]3[N:18]=[CH:17][CH:16]=2)[CH:12]=[CH:13][CH:14]=1)=[O:7], predict the reactants needed to synthesize it. The reactants are: [F:1][C:2]([F:38])([F:37])[C:3]1[CH:4]=[C:5]([CH:34]=[CH:35][CH:36]=1)[C:6]([NH:8][C:9]1[CH:10]=[C:11]([C:15]2[N:20]3[N:21]=[CH:22][C:23]([C:24]4[CH:25]=[C:26]([CH:31]=[CH:32][CH:33]=4)[C:27]([O:29]C)=[O:28])=[C:19]3[N:18]=[CH:17][CH:16]=2)[CH:12]=[CH:13][CH:14]=1)=[O:7].[Li+].[OH-].C(O)(=O)CC(CC(O)=O)(C(O)=O)O. (6) Given the product [CH2:10]([O:17][C:7]1[C:2]([Br:1])=[CH:3][CH:4]=[C:5]([CH3:8])[N:6]=1)[C:11]1[CH:16]=[CH:15][CH:14]=[CH:13][CH:12]=1, predict the reactants needed to synthesize it. The reactants are: [Br:1][C:2]1[CH:3]=[CH:4][C:5](Cl)([CH3:8])[NH:6][CH:7]=1.[CH2:10]([OH:17])[C:11]1[CH:16]=[CH:15][CH:14]=[CH:13][CH:12]=1.[OH-].[K+].